This data is from Forward reaction prediction with 1.9M reactions from USPTO patents (1976-2016). The task is: Predict the product of the given reaction. (1) Given the reactants [CH2:1]([O:8][C:9]1[CH:16]=[CH:15][C:12]([CH:13]=[O:14])=[C:11]([Cl:17])[CH:10]=1)[C:2]1[CH:7]=[CH:6][CH:5]=[CH:4][CH:3]=1.[CH3:18][O:19][CH2:20][C:21]([O:23][CH3:24])=[O:22].[CH3:25][Si]([N-][Si](C)(C)C)(C)C.[Na+], predict the reaction product. The product is: [CH2:24]([O:23][C:21](=[O:22])[CH:20]([O:19][CH3:18])[CH:13]([C:12]1[CH:15]=[CH:16][C:9]([O:8][CH2:1][C:2]2[CH:3]=[CH:4][CH:5]=[CH:6][CH:7]=2)=[CH:10][C:11]=1[Cl:17])[OH:14])[CH3:25]. (2) Given the reactants [C:1]([O:5][C:6](=[O:18])[NH:7][C:8]1[CH:13]=[CH:12][C:11]([S:14]([CH3:17])(=[O:16])=[O:15])=[CH:10][CH:9]=1)([CH3:4])([CH3:3])[CH3:2].[H-].[Na+].Cl[C:22]1[N:27]=[C:26]([Cl:28])[N:25]=[C:24]2[N:29]([CH3:32])[N:30]=[CH:31][C:23]=12, predict the reaction product. The product is: [C:1]([O:5][C:6](=[O:18])[N:7]([C:22]1[N:27]=[C:26]([Cl:28])[N:25]=[C:24]2[N:29]([CH3:32])[N:30]=[CH:31][C:23]=12)[C:8]1[CH:13]=[CH:12][C:11]([S:14]([CH3:17])(=[O:15])=[O:16])=[CH:10][CH:9]=1)([CH3:4])([CH3:3])[CH3:2].